Dataset: Full USPTO retrosynthesis dataset with 1.9M reactions from patents (1976-2016). Task: Predict the reactants needed to synthesize the given product. (1) Given the product [CH:25]1([NH:28][C:3](=[O:24])[C:4]2[CH:9]=[CH:8][C:7]([O:10][CH2:11][C:12]3[C:13]([C:17]4[CH:18]=[CH:19][C:20]([F:23])=[CH:21][CH:22]=4)=[N:14][O:15][CH:16]=3)=[N:6][CH:5]=2)[CH2:27][CH2:26]1, predict the reactants needed to synthesize it. The reactants are: CO[C:3](=[O:24])[C:4]1[CH:9]=[CH:8][C:7]([O:10][CH2:11][C:12]2[C:13]([C:17]3[CH:22]=[CH:21][C:20]([F:23])=[CH:19][CH:18]=3)=[N:14][O:15][CH:16]=2)=[N:6][CH:5]=1.[CH:25]1([NH2:28])[CH2:27][CH2:26]1. (2) Given the product [F:19][CH:2]([F:1])[O:3][C:4]1[C:9]([C:10]2[CH:15]=[CH:14][C:13]([C@H:16]([NH:18][S:33]([C:31]3[C:30]([C:37]([F:40])([F:38])[F:39])=[N:29][N:28]([CH3:27])[CH:32]=3)(=[O:35])=[O:34])[CH3:17])=[CH:12][CH:11]=2)=[CH:8][CH:7]=[CH:6][N:5]=1, predict the reactants needed to synthesize it. The reactants are: [F:1][CH:2]([F:19])[O:3][C:4]1[C:9]([C:10]2[CH:15]=[CH:14][C:13]([C@H:16]([NH2:18])[CH3:17])=[CH:12][CH:11]=2)=[CH:8][CH:7]=[CH:6][N:5]=1.C(N(CC)CC)C.[CH3:27][N:28]1[CH:32]=[C:31]([S:33](Cl)(=[O:35])=[O:34])[C:30]([C:37]([F:40])([F:39])[F:38])=[N:29]1. (3) Given the product [CH3:18][N:17]1[CH2:15][CH2:2][CH2:20][CH2:19]1.[NH2:1][C@H:2]([C:15]([N:17]([CH2:19][C:20]([NH:22][CH3:23])=[O:21])[CH3:18])=[O:16])[CH2:3][CH2:4][CH2:5][NH:6][NH:7][C:8]([O:10][C:11]([CH3:13])([CH3:14])[CH3:12])=[O:9], predict the reactants needed to synthesize it. The reactants are: [NH2:1][C@H:2]([C:15]([N:17]([CH2:19][C:20]([N:22](C(OCC1C2C(=CC=CC=2)C2C1=CC=CC=2)=O)[CH3:23])=[O:21])[CH3:18])=[O:16])[CH2:3][CH2:4][CH2:5][NH:6][NH:7][C:8]([O:10][C:11]([CH3:14])([CH3:13])[CH3:12])=[O:9]. (4) Given the product [Cl:1][C:2]1[CH:11]=[C:10]2[C:5]([CH:6]=[C:7]([C:25]3[NH:26][C:34](=[O:35])[NH:28][N:27]=3)[N:8]=[C:9]2[NH:12][C@H:13]2[CH2:17][CH2:16][N:15]([C:18]([O:20][C:21]([CH3:24])([CH3:22])[CH3:23])=[O:19])[CH2:14]2)=[CH:4][CH:3]=1, predict the reactants needed to synthesize it. The reactants are: [Cl:1][C:2]1[CH:11]=[C:10]2[C:5]([CH:6]=[C:7]([C:25]([NH:27][NH2:28])=[NH:26])[N:8]=[C:9]2[NH:12][C@H:13]2[CH2:17][CH2:16][N:15]([C:18]([O:20][C:21]([CH3:24])([CH3:23])[CH3:22])=[O:19])[CH2:14]2)=[CH:4][CH:3]=1.C1N=CN([C:34](N2C=NC=C2)=[O:35])C=1. (5) The reactants are: [NH2:1][C:2]1[N:3]=[CH:4][C:5]([C:9]2[CH:14]=[CH:13][C:12]([C:15]3([C:21]#[N:22])[CH2:20][CH2:19][O:18][CH2:17][CH2:16]3)=[CH:11][CH:10]=2)=[N:6][C:7]=1Br.CC1(C)C(C)(C)OB([C:31]2[CH:32]=[CH:33][C:34]3[C:40](=[O:41])[NH:39][CH2:38][CH2:37][NH:36][C:35]=3[CH:42]=2)O1. Given the product [NH2:1][C:2]1[N:3]=[CH:4][C:5]([C:9]2[CH:14]=[CH:13][C:12]([C:15]3([C:21]#[N:22])[CH2:20][CH2:19][O:18][CH2:17][CH2:16]3)=[CH:11][CH:10]=2)=[N:6][C:7]=1[C:31]1[CH:32]=[CH:33][C:34]2[C:40](=[O:41])[NH:39][CH2:38][CH2:37][NH:36][C:35]=2[CH:42]=1, predict the reactants needed to synthesize it. (6) Given the product [F:14][C:11]1[CH:12]=[CH:13][C:8]([NH:7][C:16]2[C:17]3[N:25]=[C:24]([S:1][C:2]4[N:6]=[CH:5][NH:4][N:3]=4)[CH:23]=[CH:22][C:18]=3[N:19]=[CH:20][N:21]=2)=[N:9][CH:10]=1, predict the reactants needed to synthesize it. The reactants are: [SH:1][C:2]1[N:6]=[CH:5][NH:4][N:3]=1.[NH2:7][C:8]1[CH:13]=[CH:12][C:11]([F:14])=[CH:10][N:9]=1.Cl[C:16]1[C:17]2[N:25]=[C:24](Cl)[CH:23]=[CH:22][C:18]=2[N:19]=[CH:20][N:21]=1. (7) Given the product [Cl:1][C:2]1[CH:3]=[C:4]2[C:8](=[CH:9][CH:10]=1)[N:7]([CH3:11])[C:6]([C@@H:12]([NH:19][C:20]1[CH:21]=[CH:22][C:23]([C:26]([NH:28][CH2:29][CH2:30][C:31]([OH:33])=[O:32])=[O:27])=[CH:24][CH:25]=1)[CH2:13][CH2:14][CH2:15][CH2:16][CH2:17][CH3:18])=[CH:5]2, predict the reactants needed to synthesize it. The reactants are: [Cl:1][C:2]1[CH:3]=[C:4]2[C:8](=[CH:9][CH:10]=1)[N:7]([CH3:11])[C:6]([CH:12]([NH:19][C:20]1[CH:25]=[CH:24][C:23]([C:26]([NH:28][CH2:29][CH2:30][C:31]([O:33]CC)=[O:32])=[O:27])=[CH:22][CH:21]=1)[CH2:13][CH2:14][CH2:15][CH2:16][CH2:17][CH3:18])=[CH:5]2.O1CCCC1.[OH-].[Na+]. (8) Given the product [CH3:1][O:3][C:4](=[O:22])[CH2:5][C:6]1[CH:11]=[CH:10][C:9]([O:12][CH3:13])=[C:8]([C:14]2[C:19]([CH2:20][NH2:21])=[CH:18][CH:17]=[CH:16][N:15]=2)[CH:7]=1, predict the reactants needed to synthesize it. The reactants are: [CH2:1]([O:3][C:4](=[O:22])[CH2:5][C:6]1[CH:11]=[CH:10][C:9]([O:12][CH3:13])=[C:8]([C:14]2[C:19]([C:20]#[N:21])=[CH:18][CH:17]=[CH:16][N:15]=2)[CH:7]=1)C.N#N.